From a dataset of Forward reaction prediction with 1.9M reactions from USPTO patents (1976-2016). Predict the product of the given reaction. (1) Given the reactants Br[C:2]1[CH:3]=[N:4][CH:5]=[CH:6][CH:7]=1.[NH:8]1[CH2:12][CH2:11][C@H:10]([C:13]([NH:15][C:16]2[CH:35]=[CH:34][C:19]([O:20][CH:21]3[CH2:26][CH2:25][N:24]([C:27]([O:29][C:30]([CH3:33])([CH3:32])[CH3:31])=[O:28])[CH2:23][CH2:22]3)=[CH:18][CH:17]=2)=[O:14])[CH2:9]1.[NH:36]1CC(C(NC2C=CC(OC3CCN(C(OC(C)(C)C)=O)CC3)=CC=2)=O)C1, predict the reaction product. The product is: [CH3:3][C:2]1[N:36]=[N:4][C:5]([N:8]2[CH2:12][CH2:11][C@H:10]([C:13]([NH:15][C:16]3[CH:17]=[CH:18][C:19]([O:20][CH:21]4[CH2:22][CH2:23][N:24]([C:27]([O:29][C:30]([CH3:32])([CH3:31])[CH3:33])=[O:28])[CH2:25][CH2:26]4)=[CH:34][CH:35]=3)=[O:14])[CH2:9]2)=[CH:6][CH:7]=1. (2) Given the reactants [Cl:1][C:2]1[CH:3]=[CH:4][C:5]([OH:10])=[C:6]([CH:9]=1)[CH:7]=[O:8].[CH2:11](O)[CH2:12][OH:13].CC1C=CC(S(O)(=O)=O)=CC=1, predict the reaction product. The product is: [Cl:1][C:2]1[CH:3]=[CH:4][C:5]([OH:10])=[C:6]([CH:7]2[O:13][CH2:12][CH2:11][O:8]2)[CH:9]=1.